From a dataset of Catalyst prediction with 721,799 reactions and 888 catalyst types from USPTO. Predict which catalyst facilitates the given reaction. (1) Reactant: [Br:1][C:2]1[C:3]([C:29]2[CH:34]=[CH:33][CH:32]=[C:31]([CH3:35])[C:30]=2[CH3:36])=[N:4][O:5][C:6]=1[C@@H:7]1[C@:12]([C:14]2[CH:19]=[CH:18][C:17]([F:20])=[C:16]([F:21])[CH:15]=2)([OH:13])[CH2:11][CH2:10][N:9](C(OC(C)(C)C)=O)[CH2:8]1.Cl.O1CCOCC1. Product: [Br:1][C:2]1[C:3]([C:29]2[CH:34]=[CH:33][CH:32]=[C:31]([CH3:35])[C:30]=2[CH3:36])=[N:4][O:5][C:6]=1[C@@H:7]1[C@:12]([C:14]2[CH:19]=[CH:18][C:17]([F:20])=[C:16]([F:21])[CH:15]=2)([OH:13])[CH2:11][CH2:10][NH:9][CH2:8]1. The catalyst class is: 4. (2) Reactant: [CH3:1][O:2][C:3]1[CH:11]=[C:10]2[C:6]([CH2:7][CH2:8]/[C:9]/2=[N:12]\OS(C)(=O)=O)=[CH:5][CH:4]=1.B(F)(F)F.CO.CS(Cl)(=O)=[O:26]. Product: [CH3:1][O:2][C:3]1[CH:11]=[C:10]2[C:6]([CH2:7][CH2:8][NH:12][C:9]2=[O:26])=[CH:5][CH:4]=1. The catalyst class is: 388.